From a dataset of Catalyst prediction with 721,799 reactions and 888 catalyst types from USPTO. Predict which catalyst facilitates the given reaction. (1) Reactant: [C:1]([O:5][C:6]([N:8]1[CH2:13][C@H:12]([C:14]([N:16]2[CH2:21][CH2:20][O:19][CH2:18][CH2:17]2)=[O:15])[CH2:11][C@H:10]([N:22]([C:27](=[O:31])[C:28]([OH:30])=O)[CH2:23][CH:24]([CH3:26])[CH3:25])[CH2:9]1)=[O:7])([CH3:4])([CH3:3])[CH3:2].C1C=CC2N(O)N=NC=2C=1.CCN=C=NCCCN(C)C.Cl.[CH3:54][O:55][CH2:56][CH2:57][CH2:58][CH2:59][NH:60][C:61]1[C:62]([NH2:67])=[CH:63][CH:64]=[CH:65][CH:66]=1.C(N(C(C)C)CC)(C)C. Product: [CH3:54][O:55][CH2:56][CH2:57][CH2:58][CH2:59][NH:60][C:61]1[CH:66]=[CH:65][CH:64]=[CH:63][C:62]=1[NH:67][C:28](=[O:30])[C:27]([N:22]([CH2:23][CH:24]([CH3:25])[CH3:26])[C@H:10]1[CH2:11][C@@H:12]([C:14]([N:16]2[CH2:21][CH2:20][O:19][CH2:18][CH2:17]2)=[O:15])[CH2:13][N:8]([C:6]([O:5][C:1]([CH3:3])([CH3:2])[CH3:4])=[O:7])[CH2:9]1)=[O:31]. The catalyst class is: 3. (2) Reactant: [C:1]([O:5][C:6](=[O:22])[N:7]([C@H:9]1[C@H:13]([C:14]2[CH:19]=[CH:18][C:17]([Cl:20])=[C:16]([Cl:21])[CH:15]=2)[CH2:12][NH:11][CH2:10]1)[CH3:8])([CH3:4])([CH3:3])[CH3:2].C(N(CC)CC)C.[C:30]([C:32]1[CH:40]=[CH:39][C:35]([C:36](Cl)=[O:37])=[CH:34][CH:33]=1)#[N:31]. Product: [C:1]([O:5][C:6](=[O:22])[N:7]([C@H:9]1[C@H:13]([C:14]2[CH:19]=[CH:18][C:17]([Cl:20])=[C:16]([Cl:21])[CH:15]=2)[CH2:12][N:11]([C:36](=[O:37])[C:35]2[CH:39]=[CH:40][C:32]([C:30]#[N:31])=[CH:33][CH:34]=2)[CH2:10]1)[CH3:8])([CH3:4])([CH3:2])[CH3:3]. The catalyst class is: 2.